The task is: Predict the product of the given reaction.. This data is from Forward reaction prediction with 1.9M reactions from USPTO patents (1976-2016). (1) Given the reactants [F:1][C:2]1[CH:3]=[C:4]([C:9](=[O:11])[CH3:10])[CH:5]=[CH:6][C:7]=1[F:8].ClC1C=C(C2O[N:23]=[C:22]([C:25]([OH:27])=[O:26])C=2)C=CC=1F, predict the reaction product. The product is: [F:1][C:2]1[CH:3]=[C:4]([C:9]2[O:11][N:23]=[C:22]([C:25]([OH:27])=[O:26])[CH:10]=2)[CH:5]=[CH:6][C:7]=1[F:8]. (2) The product is: [F:32][C:13]1[C:12]2[O:11][C:10]3[C:19](=[CH:20][C:7]([C:41]4[C:36]([F:35])=[N:37][CH:38]=[C:39]([CH3:45])[CH:40]=4)=[CH:8][CH:9]=3)[C@@:18]3([CH2:24][O:23][C:22]([NH2:25])=[N:21]3)[C:17]=2[CH:16]=[C:15]([N:26]2[CH2:31][CH2:30][O:29][CH2:28][CH2:27]2)[CH:14]=1. Given the reactants FC(F)(F)S(O[C:7]1[CH:20]=[C:19]2[C:10]([O:11][C:12]3[C:13]([F:32])=[CH:14][C:15]([N:26]4[CH2:31][CH2:30][O:29][CH2:28][CH2:27]4)=[CH:16][C:17]=3[C@@:18]32[CH2:24][O:23][C:22]([NH2:25])=[N:21]3)=[CH:9][CH:8]=1)(=O)=O.[F:35][C:36]1[C:41](B(O)O)=[CH:40][C:39]([CH3:45])=[CH:38][N:37]=1.CN(C=O)C.C(=O)([O-])[O-].[Na+].[Na+], predict the reaction product. (3) Given the reactants C([O:4][C@@H:5]1[C@H:9]([O:10][CH2:11][C:12]2[CH:17]=[CH:16][CH:15]=[CH:14][CH:13]=2)[C@@H:8]([C@@H:18]([CH2:27][O:28]C(=O)C2C=CC=CC=2)[O:19][CH2:20][C:21]2[CH:26]=[CH:25][CH:24]=[CH:23][CH:22]=2)[O:7][C@H:6]1[N:37]1[CH:45]=[C:43]([CH3:44])[C:41](=[O:42])[NH:40][C:38]1=[O:39])(=O)C.C[O-].[Na+].Cl, predict the reaction product. The product is: [CH2:11]([O:10][C@@H:9]1[C@@H:8]([C@@H:18]([CH2:27][OH:28])[O:19][CH2:20][C:21]2[CH:26]=[CH:25][CH:24]=[CH:23][CH:22]=2)[O:7][C@@H:6]([N:37]2[CH:45]=[C:43]([CH3:44])[C:41](=[O:42])[NH:40][C:38]2=[O:39])[C@@H:5]1[OH:4])[C:12]1[CH:13]=[CH:14][CH:15]=[CH:16][CH:17]=1. (4) Given the reactants C(O)(=O)C(O)=O.[CH2:7]1[C:10]2([CH2:13][NH:12][CH2:11]2)[CH2:9][O:8]1.Br[C:15]1[N:20]=[C:19]([C:21]([O:23][CH2:24][CH3:25])=[O:22])[CH:18]=[CH:17][CH:16]=1.C([O-])([O-])=O.[K+].[K+].O, predict the reaction product. The product is: [CH2:7]1[C:10]2([CH2:13][N:12]([C:15]3[N:20]=[C:19]([C:21]([O:23][CH2:24][CH3:25])=[O:22])[CH:18]=[CH:17][CH:16]=3)[CH2:11]2)[CH2:9][O:8]1. (5) Given the reactants [Cl:1][C:2]1[C:7]([C:8]([OH:10])=[O:9])=[C:6]([F:11])[C:5]([O:12]C)=[CH:4][CH:3]=1.B(Br)(Br)Br, predict the reaction product. The product is: [Cl:1][C:2]1[C:7]([C:8]([OH:10])=[O:9])=[C:6]([F:11])[C:5]([OH:12])=[CH:4][CH:3]=1. (6) Given the reactants [CH:40]([O:39][C:31]1[CH:30]=[C:29]([C:26]2[N:27]=[CH:28][N:24](/[CH:23]=[CH:22]\[C:21](O[C:21](=[O:43])/[CH:22]=[CH:23]\[N:24]3[CH:28]=[N:27][C:26]([C:29]4[CH:34]=[C:33]([C:35]([F:38])([F:37])[F:36])[N:32]=[C:31]([O:39][CH:40]([CH3:42])[CH3:41])[CH:30]=4)=[N:25]3)=[O:43])[N:25]=2)[CH:34]=[C:33]([C:35]([F:38])([F:36])[F:37])[N:32]=1)([CH3:41])[CH3:42].O.[NH2:49][NH2:50], predict the reaction product. The product is: [CH:40]([O:39][C:31]1[CH:30]=[C:29]([C:26]2[N:27]=[CH:28][N:24](/[CH:23]=[CH:22]\[C:21]([NH:49][NH2:50])=[O:43])[N:25]=2)[CH:34]=[C:33]([C:35]([F:36])([F:38])[F:37])[N:32]=1)([CH3:42])[CH3:41]. (7) Given the reactants C(OC(=O)[NH:7][C@@H:8]([CH2:30][CH:31]([CH3:33])[CH3:32])[CH2:9][O:10][C:11]1[C:12]([Cl:29])=[CH:13][C:14]2[C:24]3[C:19](=[CH:20][N:21]=[CH:22][CH:23]=3)[CH:18]([C:25]([F:28])([F:27])[F:26])[O:17][C:15]=2[CH:16]=1)(C)(C)C.Cl.C(OCC)C, predict the reaction product. The product is: [Cl:29][C:12]1[C:11]([O:10][CH2:9][C@@H:8]([NH2:7])[CH2:30][CH:31]([CH3:33])[CH3:32])=[CH:16][C:15]2[O:17][CH:18]([C:25]([F:27])([F:28])[F:26])[C:19]3[C:24]([C:14]=2[CH:13]=1)=[CH:23][CH:22]=[N:21][CH:20]=3. (8) Given the reactants [Cl:1][C:2]1[CH:7]=[CH:6][C:5]([C:8]2[CH:9]=[C:10]([NH2:20])[CH:11]=[N:12][C:13]=2[O:14][CH2:15][C:16]([F:19])([F:18])[F:17])=[CH:4][CH:3]=1.[CH3:21][C:22]1[C:27]([C:28](O)=[O:29])=[CH:26][CH:25]=[CH:24][N:23]=1, predict the reaction product. The product is: [Cl:1][C:2]1[CH:3]=[CH:4][C:5]([C:8]2[CH:9]=[C:10]([NH:20][C:28]([C:27]3[C:22]([CH3:21])=[N:23][CH:24]=[CH:25][CH:26]=3)=[O:29])[CH:11]=[N:12][C:13]=2[O:14][CH2:15][C:16]([F:17])([F:18])[F:19])=[CH:6][CH:7]=1. (9) The product is: [CH2:1]([N:3]1[CH2:4][CH2:5][CH:6]([CH:9]2[CH2:14][CH2:13][NH:12][CH2:11][CH2:10]2)[CH2:7][CH2:8]1)[CH3:2]. Given the reactants [CH2:1]([N:3]1[CH2:8][CH2:7][CH:6]([CH:9]2[CH2:14][CH2:13][N:12](C(OCC3C=CC=CC=3)=O)[CH2:11][CH2:10]2)[CH2:5][CH2:4]1)[CH3:2].O.C(O)(=O)C.[H][H], predict the reaction product.